From a dataset of Reaction yield outcomes from USPTO patents with 853,638 reactions. Predict the reaction yield, written as a fraction of the theoretical maximum amount of product (1.0 means a 100% yield; for example, 0.34 means a 34% yield). The reactants are [Br:1][C:2]1[CH:3]=[C:4]([N+:9]([O-])=O)[C:5]([CH3:8])=[N:6][CH:7]=1.O.O.[Sn](Cl)Cl. The catalyst is CCOC(C)=O. The product is [Br:1][C:2]1[CH:3]=[C:4]([NH2:9])[C:5]([CH3:8])=[N:6][CH:7]=1. The yield is 0.620.